From a dataset of NCI-60 drug combinations with 297,098 pairs across 59 cell lines. Regression. Given two drug SMILES strings and cell line genomic features, predict the synergy score measuring deviation from expected non-interaction effect. (1) Drug 1: CC(C)(C#N)C1=CC(=CC(=C1)CN2C=NC=N2)C(C)(C)C#N. Drug 2: CN(CCCl)CCCl.Cl. Cell line: UO-31. Synergy scores: CSS=15.8, Synergy_ZIP=-1.43, Synergy_Bliss=0.838, Synergy_Loewe=-0.134, Synergy_HSA=0.260. (2) Drug 1: C1=C(C(=O)NC(=O)N1)N(CCCl)CCCl. Drug 2: CC(C)NC(=O)C1=CC=C(C=C1)CNNC.Cl. Cell line: HL-60(TB). Synergy scores: CSS=45.8, Synergy_ZIP=-3.47, Synergy_Bliss=-3.17, Synergy_Loewe=-18.8, Synergy_HSA=-4.60. (3) Drug 1: CC1=CC=C(C=C1)C2=CC(=NN2C3=CC=C(C=C3)S(=O)(=O)N)C(F)(F)F. Drug 2: C1CN(P(=O)(OC1)NCCCl)CCCl. Cell line: PC-3. Synergy scores: CSS=-6.42, Synergy_ZIP=4.66, Synergy_Bliss=2.71, Synergy_Loewe=-1.54, Synergy_HSA=-3.18. (4) Drug 1: CC(C1=C(C=CC(=C1Cl)F)Cl)OC2=C(N=CC(=C2)C3=CN(N=C3)C4CCNCC4)N. Drug 2: C1=CC(=CC=C1C#N)C(C2=CC=C(C=C2)C#N)N3C=NC=N3. Cell line: UACC-257. Synergy scores: CSS=2.21, Synergy_ZIP=0.322, Synergy_Bliss=1.58, Synergy_Loewe=0.555, Synergy_HSA=0.446. (5) Drug 1: CC(CN1CC(=O)NC(=O)C1)N2CC(=O)NC(=O)C2. Drug 2: CC1=C(C(CCC1)(C)C)C=CC(=CC=CC(=CC(=O)O)C)C. Cell line: U251. Synergy scores: CSS=28.9, Synergy_ZIP=-2.97, Synergy_Bliss=1.83, Synergy_Loewe=-2.69, Synergy_HSA=-3.12. (6) Drug 1: C1=CC(=CC=C1CCC2=CNC3=C2C(=O)NC(=N3)N)C(=O)NC(CCC(=O)O)C(=O)O. Drug 2: CC1=C(C(=CC=C1)Cl)NC(=O)C2=CN=C(S2)NC3=CC(=NC(=N3)C)N4CCN(CC4)CCO. Cell line: NCI-H460. Synergy scores: CSS=39.0, Synergy_ZIP=0.206, Synergy_Bliss=-0.00694, Synergy_Loewe=0.152, Synergy_HSA=1.68. (7) Synergy scores: CSS=-0.720, Synergy_ZIP=-1.20, Synergy_Bliss=-3.27, Synergy_Loewe=-9.87, Synergy_HSA=-3.26. Drug 1: CC1C(C(CC(O1)OC2CC(CC3=C2C(=C4C(=C3O)C(=O)C5=C(C4=O)C(=CC=C5)OC)O)(C(=O)CO)O)N)O.Cl. Drug 2: C1=NNC2=C1C(=O)NC=N2. Cell line: COLO 205.